The task is: Predict the reactants needed to synthesize the given product.. This data is from Full USPTO retrosynthesis dataset with 1.9M reactions from patents (1976-2016). (1) The reactants are: [CH3:1][O:2][C:3]1[CH:4]=[C:5]2[C:10](=[C:11]3[CH2:15][C:14]([CH3:17])([CH3:16])[O:13][C:12]=13)[C:9]([C:18]1[CH:19]=[C:20]([CH:27]=[CH:28][CH:29]=1)[O:21][CH2:22][C:23]([O:25]C)=[O:24])=[N:8][C:7]([CH3:31])([CH3:30])[CH2:6]2.[OH-].[Na+].Cl. Given the product [CH3:1][O:2][C:3]1[CH:4]=[C:5]2[C:10](=[C:11]3[CH2:15][C:14]([CH3:17])([CH3:16])[O:13][C:12]=13)[C:9]([C:18]1[CH:19]=[C:20]([CH:27]=[CH:28][CH:29]=1)[O:21][CH2:22][C:23]([OH:25])=[O:24])=[N:8][C:7]([CH3:31])([CH3:30])[CH2:6]2, predict the reactants needed to synthesize it. (2) Given the product [C:20]([C:24]1[N:25]([CH2:12][C@@H:13]2[CH2:17][O:16][C:15]([CH3:18])([CH3:19])[O:14]2)[C:26]2[C:31]([CH:32]=1)=[CH:30][C:29]([N+:33]([O-:35])=[O:34])=[CH:28][CH:27]=2)([CH3:23])([CH3:21])[CH3:22], predict the reactants needed to synthesize it. The reactants are: CC1C=CC(S(O[CH2:12][C@@H:13]2[CH2:17][O:16][C:15]([CH3:19])([CH3:18])[O:14]2)(=O)=O)=CC=1.[C:20]([C:24]1[NH:25][C:26]2[C:31]([CH:32]=1)=[CH:30][C:29]([N+:33]([O-:35])=[O:34])=[CH:28][CH:27]=2)([CH3:23])([CH3:22])[CH3:21].C([O-])([O-])=O.[Cs+].[Cs+]. (3) Given the product [C:26]([OH:31])(=[O:30])[C:27]([OH:29])=[O:28].[CH2:14]1[C:13]2([CH2:17][NH:11][CH2:12]2)[CH2:16][O:15]1, predict the reactants needed to synthesize it. The reactants are: S([N:11]1[CH2:17][C:13]2([CH2:16][O:15][CH2:14]2)[CH2:12]1)(C1C=CC(C)=CC=1)(=O)=O.[Mg].S([O-])([O-])(=O)=O.[Na+].[Na+].[C:26]([OH:31])(=[O:30])[C:27]([OH:29])=[O:28]. (4) Given the product [CH3:20][CH:10]1[CH2:9][NH:8][CH2:13][CH2:12]/[C:11]/1=[CH:14]\[C:15]([O:17][CH2:18][CH3:19])=[O:16], predict the reactants needed to synthesize it. The reactants are: C([N:8]1[CH2:13][CH2:12]/[C:11](=[CH:14]\[C:15]([O:17][CH2:18][CH3:19])=[O:16])/[CH:10]([CH3:20])[CH2:9]1)C1C=CC=CC=1.ClC(OC(Cl)C)=O. (5) Given the product [N:49]1([C:46]2[CH:45]=[CH:44][C:43]([CH2:42][C:41]([N:35]3[CH2:40][CH2:39][N:38]([CH:56]4[CH2:65][CH2:64][C:63]5[CH:62]=[C:61]([C:66]#[N:67])[CH:60]=[CH:59][C:58]=5[CH2:57]4)[CH2:37][CH2:36]3)=[O:54])=[CH:48][CH:47]=2)[CH:53]=[N:52][N:51]=[N:50]1, predict the reactants needed to synthesize it. The reactants are: N1(C2C=CC(CC(N3CCN(C(C)CC4C=CC5C(=O)OCC=5C=4)CC3)=O)=CC=2)C=NN=N1.Cl.[N:35]1([C:41](=[O:54])[CH2:42][C:43]2[CH:48]=[CH:47][C:46]([N:49]3[CH:53]=[N:52][N:51]=[N:50]3)=[CH:45][CH:44]=2)[CH2:40][CH2:39][NH:38][CH2:37][CH2:36]1.O=[C:56]1[CH2:65][CH2:64][C:63]2[CH:62]=[C:61]([C:66]#[N:67])[CH:60]=[CH:59][C:58]=2[CH2:57]1.